This data is from Catalyst prediction with 721,799 reactions and 888 catalyst types from USPTO. The task is: Predict which catalyst facilitates the given reaction. (1) Reactant: O.[OH-].[Li+].C[O:5][C:6](=[O:40])[CH2:7][C:8]1[C:17]([CH3:18])=[C:16]([C:19]2[CH:24]=[CH:23][C:22]([S:25]([C:28]3[CH:33]=[CH:32][C:31]([O:34][C:35]([F:38])([F:37])[F:36])=[CH:30][CH:29]=3)(=[O:27])=[O:26])=[CH:21][CH:20]=2)[C:15]2[C:10](=[CH:11][CH:12]=[C:13]([Cl:39])[CH:14]=2)[CH:9]=1. Product: [Cl:39][C:13]1[CH:14]=[C:15]2[C:10](=[CH:11][CH:12]=1)[CH:9]=[C:8]([CH2:7][C:6]([OH:40])=[O:5])[C:17]([CH3:18])=[C:16]2[C:19]1[CH:20]=[CH:21][C:22]([S:25]([C:28]2[CH:33]=[CH:32][C:31]([O:34][C:35]([F:37])([F:36])[F:38])=[CH:30][CH:29]=2)(=[O:27])=[O:26])=[CH:23][CH:24]=1. The catalyst class is: 20. (2) Reactant: Cl[C:2]1[N:7]=[CH:6][C:5]([C@@H:8]([NH:10][C:11]([C@H:13]2[CH2:15][C@@H:14]2[C:16]2[CH:21]=[CH:20][CH:19]=[CH:18][CH:17]=2)=[O:12])[CH3:9])=[CH:4][CH:3]=1.Cl.[CH3:23]N(C)O.[C:27](=[O:30])([O-])[O-].[Cs+].[Cs+].CN([CH:36]=[O:37])C. Product: [O:37]1[CH2:36][CH:27]([O:30][C:3]2[CH:4]=[C:5]([C@@H:8]([NH:10][C:11]([C@H:13]3[CH2:15][C@@H:14]3[C:16]3[CH:21]=[CH:20][CH:19]=[CH:18][CH:17]=3)=[O:12])[CH3:9])[CH:6]=[N:7][CH:2]=2)[CH2:23]1. The catalyst class is: 170.